Dataset: Forward reaction prediction with 1.9M reactions from USPTO patents (1976-2016). Task: Predict the product of the given reaction. (1) Given the reactants [Br:1][C:2]1[CH:7]=[CH:6][C:5]([CH2:8][CH3:9])=[CH:4][CH:3]=1.[Br:10]N1C(=O)CCC1=O.N(C(C)(C)C#N)=NC(C)(C)C#N.O, predict the reaction product. The product is: [Br:1][C:2]1[CH:7]=[CH:6][C:5]([CH:8]([Br:10])[CH3:9])=[CH:4][CH:3]=1. (2) Given the reactants C(OC(=O)COC1C=CC(C#N)=CC=1C#CC1C=C(S(C)(=O)=O)C=CC=1F)(C)(C)C.[C:31]([O:35][C:36](=[O:49])[CH2:37][O:38][C:39]1[CH:44]=[CH:43][C:42]([C:45]#[N:46])=[CH:41][C:40]=1[C:47]#[CH:48])([CH3:34])([CH3:33])[CH3:32].I[C:51]1[CH:56]=[C:55]([S:57]([C:60]2[CH:65]=[CH:64][CH:63]=[CH:62][CH:61]=2)(=[O:59])=[O:58])[CH:54]=[CH:53][C:52]=1[CH3:66], predict the reaction product. The product is: [C:31]([O:35][C:36](=[O:49])[CH2:37][O:38][C:39]1[CH:44]=[CH:43][C:42]([C:45]#[N:46])=[CH:41][C:40]=1[C:47]#[C:48][C:53]1[CH:54]=[C:55]([S:57]([C:60]2[CH:65]=[CH:64][CH:63]=[CH:62][CH:61]=2)(=[O:59])=[O:58])[CH:56]=[CH:51][C:52]=1[CH3:66])([CH3:34])([CH3:33])[CH3:32]. (3) Given the reactants C([O:9][CH2:10][CH2:11][CH2:12][CH2:13][N:14]1[CH:18]=[C:17]([C:19]([O:21][C:22]([CH3:25])([CH3:24])[CH3:23])=[O:20])[N:16]=[N:15]1)(=O)C1C=CC=CC=1.C([O-])([O-])=O.[K+].[K+], predict the reaction product. The product is: [OH:9][CH2:10][CH2:11][CH2:12][CH2:13][N:14]1[CH:18]=[C:17]([C:19]([O:21][C:22]([CH3:25])([CH3:24])[CH3:23])=[O:20])[N:16]=[N:15]1. (4) The product is: [Br:1][C:2]1[C:3]([O:17][CH2:16][CH2:15][CH2:14][CH2:13][CH2:12][OH:18])=[N:4][CH:5]=[C:6]([CH:10]=1)[C:7]([OH:9])=[O:8]. Given the reactants [Br:1][C:2]1[C:3](Cl)=[N:4][CH:5]=[C:6]([CH:10]=1)[C:7]([OH:9])=[O:8].[CH2:12]([OH:18])[CH2:13][CH2:14][CH2:15][CH2:16][OH:17], predict the reaction product. (5) Given the reactants [S:1]1[CH:5]=[CH:4][C:3]2[C:6]([OH:10])=[CH:7][CH:8]=[CH:9][C:2]1=2.[C:11](Cl)(=[O:18])[C:12]1[CH:17]=[CH:16][CH:15]=[CH:14][CH:13]=1, predict the reaction product. The product is: [C:11]([O:10][C:6]1[C:3]2[CH:4]=[CH:5][S:1][C:2]=2[CH:9]=[CH:8][CH:7]=1)(=[O:18])[C:12]1[CH:17]=[CH:16][CH:15]=[CH:14][CH:13]=1. (6) Given the reactants [N+:1]([C:4]1[CH:12]=[CH:11][CH:10]=[C:9]2[C:5]=1[CH:6]=[N:7][N:8]2[CH:13]1[CH2:18][CH2:17][CH2:16][CH2:15][O:14]1)([O-])=O, predict the reaction product. The product is: [O:14]1[CH2:15][CH2:16][CH2:17][CH2:18][CH:13]1[N:8]1[C:9]2[CH:10]=[CH:11][CH:12]=[C:4]([NH2:1])[C:5]=2[CH:6]=[N:7]1.